This data is from TCR-epitope binding with 47,182 pairs between 192 epitopes and 23,139 TCRs. The task is: Binary Classification. Given a T-cell receptor sequence (or CDR3 region) and an epitope sequence, predict whether binding occurs between them. (1) The epitope is KRWIIMGLNK. The TCR CDR3 sequence is CAWSGRRGVTEAFF. Result: 0 (the TCR does not bind to the epitope). (2) The epitope is KAFSPEVIPMF. The TCR CDR3 sequence is CASSGSYGYTF. Result: 1 (the TCR binds to the epitope).